This data is from NCI-60 drug combinations with 297,098 pairs across 59 cell lines. The task is: Regression. Given two drug SMILES strings and cell line genomic features, predict the synergy score measuring deviation from expected non-interaction effect. (1) Drug 1: C1CC(=O)NC(=O)C1N2C(=O)C3=CC=CC=C3C2=O. Drug 2: C1CN(P(=O)(OC1)NCCCl)CCCl. Cell line: HOP-92. Synergy scores: CSS=-5.94, Synergy_ZIP=5.14, Synergy_Bliss=1.83, Synergy_Loewe=-2.97, Synergy_HSA=-5.40. (2) Drug 1: C1=C(C(=O)NC(=O)N1)N(CCCl)CCCl. Drug 2: CS(=O)(=O)CCNCC1=CC=C(O1)C2=CC3=C(C=C2)N=CN=C3NC4=CC(=C(C=C4)OCC5=CC(=CC=C5)F)Cl. Cell line: SK-MEL-5. Synergy scores: CSS=16.6, Synergy_ZIP=7.19, Synergy_Bliss=8.52, Synergy_Loewe=0.609, Synergy_HSA=2.33. (3) Drug 1: COC1=CC(=CC(=C1O)OC)C2C3C(COC3=O)C(C4=CC5=C(C=C24)OCO5)OC6C(C(C7C(O6)COC(O7)C8=CC=CS8)O)O. Drug 2: C1CNP(=O)(OC1)N(CCCl)CCCl. Cell line: T-47D. Synergy scores: CSS=41.5, Synergy_ZIP=7.26, Synergy_Bliss=5.80, Synergy_Loewe=-59.1, Synergy_HSA=7.13. (4) Drug 1: CC(CN1CC(=O)NC(=O)C1)N2CC(=O)NC(=O)C2. Drug 2: CC(C)(C#N)C1=CC(=CC(=C1)CN2C=NC=N2)C(C)(C)C#N. Cell line: MDA-MB-435. Synergy scores: CSS=11.0, Synergy_ZIP=-1.66, Synergy_Bliss=2.51, Synergy_Loewe=0.593, Synergy_HSA=0.0600. (5) Drug 1: CCC(=C(C1=CC=CC=C1)C2=CC=C(C=C2)OCCN(C)C)C3=CC=CC=C3.C(C(=O)O)C(CC(=O)O)(C(=O)O)O. Drug 2: C1=NNC2=C1C(=O)NC=N2. Cell line: K-562. Synergy scores: CSS=0.216, Synergy_ZIP=1.24, Synergy_Bliss=-1.99, Synergy_Loewe=-3.70, Synergy_HSA=-3.27.